This data is from Full USPTO retrosynthesis dataset with 1.9M reactions from patents (1976-2016). The task is: Predict the reactants needed to synthesize the given product. (1) Given the product [C:1]1([CH3:10])[CH:6]=[CH:5][C:4]([CH:7]([C:8]#[N:9])[C:15]([CH3:17])([CH3:16])[CH2:14][C:12](=[O:11])[CH3:13])=[CH:3][CH:2]=1, predict the reactants needed to synthesize it. The reactants are: [C:1]1([CH3:10])[CH:6]=[CH:5][C:4]([CH2:7][C:8]#[N:9])=[CH:3][CH:2]=1.[O:11]=[C:12]([CH:14]=[C:15]([CH3:17])[CH3:16])[CH3:13].[Li+].C[Si]([N-][Si](C)(C)C)(C)C.C1COCC1. (2) Given the product [NH2:17][C:14]1[N:13]=[CH:12][C:11]([N:8]2[CH2:9][CH2:10][N:5]([C:3](=[O:4])[CH2:2][OH:1])[CH2:6][CH2:7]2)=[CH:16][CH:15]=1, predict the reactants needed to synthesize it. The reactants are: [OH:1][CH2:2][C:3]([N:5]1[CH2:10][CH2:9][N:8]([C:11]2[CH:12]=[N:13][C:14]([N+:17]([O-])=O)=[CH:15][CH:16]=2)[CH2:7][CH2:6]1)=[O:4]. (3) Given the product [C:27]([C:24]1[CH:25]=[CH:26][C:21]([NH:20][CH:19]([C:36]2[CH:45]=[C:44]([O:46][CH3:47])[C:39]3[O:40][CH2:41][CH2:42][O:43][C:38]=3[C:37]=2[F:48])[C:15]2[NH:16][C:17](=[O:18])[N:13]([C:9]3[N:10]=[CH:11][S:12][C:8]=3[C:6]([OH:7])=[O:5])[N:14]=2)=[CH:22][CH:23]=1)(=[NH:28])[NH2:31], predict the reactants needed to synthesize it. The reactants are: CO.C([O:5][C:6]([C:8]1[S:12][CH:11]=[N:10][C:9]=1[N:13]1[C:17](=[O:18])[NH:16][C:15]([CH:19]([C:36]2[CH:45]=[C:44]([O:46][CH3:47])[C:39]3[O:40][CH2:41][CH2:42][O:43][C:38]=3[C:37]=2[F:48])[NH:20][C:21]2[CH:26]=[CH:25][C:24]([C:27]3[N:31]=C(C(F)(F)F)O[N:28]=3)=[CH:23][CH:22]=2)=[N:14]1)=[O:7])C.[OH-].[Na+]. (4) Given the product [CH3:18][C:16]1[NH:15][N:14]=[C:13]([NH:12][C:4]2[N:3]=[C:2]([C:22]3[CH:23]=[N:19][NH:20][CH:21]=3)[C:11]3[C:6]([CH:5]=2)=[CH:7][CH:8]=[CH:9][CH:10]=3)[CH:17]=1, predict the reactants needed to synthesize it. The reactants are: Cl[C:2]1[C:11]2[C:6](=[CH:7][CH:8]=[CH:9][CH:10]=2)[CH:5]=[C:4]([NH:12][C:13]2[CH:17]=[C:16]([CH3:18])[NH:15][N:14]=2)[N:3]=1.[NH:19]1[CH:23]=[C:22](B(O)O)[CH:21]=[N:20]1. (5) Given the product [F:1][C:2]([F:7])([F:6])[C:3]([OH:5])=[O:4].[CH:37]1([CH2:36][NH:35][CH2:34][C:32]2[CH:33]=[C:28]([C:25]3[CH:26]=[C:27]4[C:22](=[C:23]([C:43]([NH2:45])=[O:44])[CH:24]=3)[NH:21][CH:20]=[C:19]4[CH:16]3[CH2:17][CH2:18][N:13]([S:10]([CH2:8][CH3:9])(=[O:11])=[O:12])[CH2:14][CH2:15]3)[CH:29]=[C:30]([F:42])[CH:31]=2)[CH2:41][CH2:40]1, predict the reactants needed to synthesize it. The reactants are: [F:1][C:2]([F:7])([F:6])[C:3]([OH:5])=[O:4].[CH2:8]([S:10]([N:13]1[CH2:18][CH2:17][CH:16]([C:19]2[C:27]3[C:22](=[C:23]([C:43]([NH2:45])=[O:44])[CH:24]=[C:25]([C:28]4[CH:33]=[C:32]([CH2:34][NH:35][CH2:36][C@@H:37]5[CH2:41][CH2:40]CO5)[CH:31]=[C:30]([F:42])[CH:29]=4)[CH:26]=3)[NH:21][CH:20]=2)[CH2:15][CH2:14]1)(=[O:12])=[O:11])[CH3:9].O1CCC[C@H]1CN. (6) Given the product [F:1][C:2]1[CH:12]=[C:11]([F:13])[CH:10]=[CH:9][C:3]=1[CH2:4][CH2:5][C:6]([OH:8])=[O:7], predict the reactants needed to synthesize it. The reactants are: [F:1][C:2]1[CH:12]=[C:11]([F:13])[CH:10]=[CH:9][C:3]=1[CH:4]=[CH:5][C:6]([OH:8])=[O:7].[OH-].[Na+].[H][H].